Task: Predict the reaction yield, written as a fraction of the theoretical maximum amount of product (1.0 means a 100% yield; for example, 0.34 means a 34% yield).. Dataset: Reaction yield outcomes from USPTO patents with 853,638 reactions (1) The reactants are C(OC([N:8]1[CH2:13][CH2:12][CH2:11][C@@H:10]([NH:14][C:15]([C:17]2[C:25]3[C:20](=[N:21][CH:22]=[C:23]([C:26]4[C:34]5[C:29](=[CH:30][C:31]([Cl:35])=[CH:32][CH:33]=5)[N:28]([CH3:36])[N:27]=4)[N:24]=3)[N:19]([CH2:37][O:38][CH2:39][CH2:40][Si:41]([CH3:44])([CH3:43])[CH3:42])[CH:18]=2)=[O:16])[CH2:9]1)=O)(C)(C)C.C(Cl)(=O)C.C1COCC1. The catalyst is CO. The product is [NH:8]1[CH2:13][CH2:12][CH2:11][C@@H:10]([NH:14][C:15]([C:17]2[C:25]3[C:20](=[N:21][CH:22]=[C:23]([C:26]4[C:34]5[C:29](=[CH:30][C:31]([Cl:35])=[CH:32][CH:33]=5)[N:28]([CH3:36])[N:27]=4)[N:24]=3)[N:19]([CH2:37][O:38][CH2:39][CH2:40][Si:41]([CH3:44])([CH3:43])[CH3:42])[CH:18]=2)=[O:16])[CH2:9]1. The yield is 0.900. (2) The reactants are [CH:1]([N:4]1[C:8]([C:9]([OH:11])=O)=[CH:7][CH:6]=[N:5]1)([CH3:3])[CH3:2].S(Cl)(Cl)=O.[NH2:16][C:17]1[CH:18]=[C:19]([CH:32]=[CH:33][CH:34]=1)[C:20]([C:22]1[CH:30]=[C:29]2[C:25]([CH2:26][C:27](=[O:31])[NH:28]2)=[CH:24][CH:23]=1)=[O:21]. The catalyst is C1COCC1. The product is [O:31]=[C:27]1[CH2:26][C:25]2[C:29](=[CH:30][C:22]([C:20]([C:19]3[CH:18]=[C:17]([NH:16][C:9]([C:8]4[N:4]([CH:1]([CH3:2])[CH3:3])[N:5]=[CH:6][CH:7]=4)=[O:11])[CH:34]=[CH:33][CH:32]=3)=[O:21])=[CH:23][CH:24]=2)[NH:28]1. The yield is 0.820. (3) The reactants are [Br:1][C:2]1[O:6][C:5]([CH:7]=O)=[CH:4][CH:3]=1.[CH3:9][O:10][C:11]1[CH:12]=[C:13]([CH:17]=[CH:18][C:19]=1[O:20][CH3:21])[CH2:14][C:15]#[N:16]. No catalyst specified. The product is [Br:1][C:2]1[O:6][C:5](/[CH:7]=[C:14](/[C:13]2[CH:17]=[CH:18][C:19]([O:20][CH3:21])=[C:11]([O:10][CH3:9])[CH:12]=2)\[C:15]#[N:16])=[CH:4][CH:3]=1. The yield is 0.840. (4) The reactants are [C:1]([O:9][CH:10]([CH:18]1[CH2:23][CH2:22][CH2:21][CH2:20][CH2:19]1)[CH:11]1[CH2:16][CH2:15][CH:14]([OH:17])[CH2:13][CH2:12]1)(=[O:8])[C:2]1[CH:7]=[CH:6][CH:5]=[CH:4][CH:3]=1.CC(OI1(OC(C)=O)(OC(C)=O)OC(=O)C2C=CC=CC1=2)=O. The catalyst is C(Cl)Cl. The product is [C:1]([O:9][CH:10]([CH:18]1[CH2:23][CH2:22][CH2:21][CH2:20][CH2:19]1)[CH:11]1[CH2:16][CH2:15][C:14](=[O:17])[CH2:13][CH2:12]1)(=[O:8])[C:2]1[CH:7]=[CH:6][CH:5]=[CH:4][CH:3]=1. The yield is 0.680. (5) The reactants are [CH:1]([O:4][C:5]([C:7]1[CH:8]([C:35]2[CH:40]=[CH:39][CH:38]=[C:37]([N+:41]([O-:43])=[O:42])[CH:36]=2)[C:9]([C:15]([O:17][CH:18]2[CH2:21][N:20]([CH:22]([C:29]3[CH:34]=[CH:33][CH:32]=[CH:31][CH:30]=3)[C:23]3[CH:28]=[CH:27][CH:26]=[CH:25][CH:24]=3)[CH2:19]2)=[O:16])=[C:10]([NH2:14])[NH:11][C:12]=1[CH3:13])=[O:6])([CH3:3])[CH3:2].[ClH:44]. The catalyst is C(OCC)(=O)C. The product is [ClH:44].[ClH:44].[CH:1]([O:4][C:5]([C:7]1[CH:8]([C:35]2[CH:40]=[CH:39][CH:38]=[C:37]([N+:41]([O-:43])=[O:42])[CH:36]=2)[C:9]([C:15]([O:17][CH:18]2[CH2:19][N:20]([CH:22]([C:29]3[CH:34]=[CH:33][CH:32]=[CH:31][CH:30]=3)[C:23]3[CH:28]=[CH:27][CH:26]=[CH:25][CH:24]=3)[CH2:21]2)=[O:16])=[C:10]([NH2:14])[NH:11][C:12]=1[CH3:13])=[O:6])([CH3:3])[CH3:2]. The yield is 0.920. (6) The reactants are [F:1][C:2]1[CH:3]=[C:4]([C@H:8]2[CH2:12][CH2:11][CH2:10][N:9]2[C:13]2[CH:18]=[CH:17][N:16]3[N:19]=[CH:20][C:21]([NH2:22])=[C:15]3[N:14]=2)[CH:5]=[CH:6][CH:7]=1.[N:23]1[CH:28]=[CH:27][CH:26]=[CH:25][C:24]=1[C:29](O)=[O:30].CN(C(ON1N=NC2C=CC=NC1=2)=[N+](C)C)C.F[P-](F)(F)(F)(F)F.CCN(C(C)C)C(C)C. The catalyst is CCOC(C)=O.CN(C=O)C. The product is [F:1][C:2]1[CH:3]=[C:4]([C@H:8]2[CH2:12][CH2:11][CH2:10][N:9]2[C:13]2[CH:18]=[CH:17][N:16]3[N:19]=[CH:20][C:21]([NH:22][C:29](=[O:30])[C:24]4[CH:25]=[CH:26][CH:27]=[CH:28][N:23]=4)=[C:15]3[N:14]=2)[CH:5]=[CH:6][CH:7]=1. The yield is 0.860.